Dataset: Full USPTO retrosynthesis dataset with 1.9M reactions from patents (1976-2016). Task: Predict the reactants needed to synthesize the given product. Given the product [F:10][CH:5]1[C:6]2([C:22]3[NH:23][C:24]4[C:29]([C:21]=3[CH2:20][CH2:19][NH:18]2)=[CH:28][CH:27]=[CH:26][CH:25]=4)[CH2:7][CH2:8][C:3]([C:11]2[CH:16]=[CH:15][CH:14]=[CH:13][CH:12]=2)([N:2]([CH3:17])[CH3:1])[CH2:4]1, predict the reactants needed to synthesize it. The reactants are: [CH3:1][N:2]([CH3:17])[C:3]1([C:11]2[CH:16]=[CH:15][CH:14]=[CH:13][CH:12]=2)[CH2:8][CH2:7][C:6](=O)[CH:5]([F:10])[CH2:4]1.[NH2:18][CH2:19][CH2:20][C:21]1[C:29]2[C:24](=[CH:25][CH:26]=[CH:27][CH:28]=2)[NH:23][CH:22]=1.